This data is from Retrosynthesis with 50K atom-mapped reactions and 10 reaction types from USPTO. The task is: Predict the reactants needed to synthesize the given product. Given the product CC(=O)c1ccc(NS(C)(=O)=O)c(C)c1, predict the reactants needed to synthesize it. The reactants are: CC(=O)c1ccc(OS(=O)(=O)C(F)(F)F)c(C)c1.CS(N)(=O)=O.